Dataset: Forward reaction prediction with 1.9M reactions from USPTO patents (1976-2016). Task: Predict the product of the given reaction. (1) The product is: [Br:37][C:3]1[CH:4]=[C:5]([N:22]2[C:34]3[CH:33]=[CH:32][CH:31]=[CH:30][C:29]=3[C:28]3[C:23]2=[CH:24][CH:25]=[CH:26][CH:27]=3)[CH:6]=[C:7]([N:9]2[C:21]3[CH:20]=[CH:19][CH:18]=[CH:17][C:16]=3[C:15]3[C:10]2=[CH:11][CH:12]=[CH:13][CH:14]=3)[CH:8]=1. Given the reactants C[Si](C)(C)[C:3]1[CH:4]=[C:5]([N:22]2[C:34]3[CH:33]=[CH:32][CH:31]=[CH:30][C:29]=3[C:28]3[C:23]2=[CH:24][CH:25]=[CH:26][CH:27]=3)[CH:6]=[C:7]([N:9]2[C:21]3[CH:20]=[CH:19][CH:18]=[CH:17][C:16]=3[C:15]3[C:10]2=[CH:11][CH:12]=[CH:13][CH:14]=3)[CH:8]=1.[Br:37]N1C(=O)CCC1=O, predict the reaction product. (2) Given the reactants [F:1][C:2]1[C:3]([O:21][CH3:22])=[C:4]([O:19][CH3:20])[CH:5]=[C:6]2[C:11]=1[N:10]=[C:9]([N:12]1[CH2:17][CH2:16][NH:15][CH2:14][CH2:13]1)[N:8]=[C:7]2[NH2:18].C(OC([N:30]1[CH2:33][CH2:32][C@H:31]1[CH2:34][C:35](O)=[O:36])=O)(C)(C)C, predict the reaction product. The product is: [NH2:18][C:7]1[C:6]2[C:11](=[C:2]([F:1])[C:3]([O:21][CH3:22])=[C:4]([O:19][CH3:20])[CH:5]=2)[N:10]=[C:9]([N:12]2[CH2:17][CH2:16][N:15]([C:35](=[O:36])[CH2:34][C@@H:31]3[CH2:32][CH2:33][NH:30]3)[CH2:14][CH2:13]2)[N:8]=1. (3) Given the reactants [OH:1][C:2]1[CH:10]=[CH:9][C:5]([C:6]([OH:8])=O)=[CH:4][CH:3]=1.[F:11][C:12]([F:33])([F:32])[C:13]([C:19]1[CH:24]=[CH:23][C:22]([CH2:25][N:26]2[CH2:31][CH2:30][NH:29][CH2:28][CH2:27]2)=[CH:21][CH:20]=1)([OH:18])[C:14]([F:17])([F:16])[F:15].C(N(CC)CC)C.CCCP1(OP(CCC)(=O)OP(CCC)(=O)O1)=O, predict the reaction product. The product is: [F:33][C:12]([F:11])([F:32])[C:13]([C:19]1[CH:20]=[CH:21][C:22]([CH2:25][N:26]2[CH2:31][CH2:30][N:29]([C:6]([C:5]3[CH:4]=[CH:3][C:2]([OH:1])=[CH:10][CH:9]=3)=[O:8])[CH2:28][CH2:27]2)=[CH:23][CH:24]=1)([OH:18])[C:14]([F:17])([F:16])[F:15]. (4) Given the reactants [Cl:1][C:2]1[CH:9]=[CH:8][C:5]([C:6]#[N:7])=[C:4](F)[CH:3]=1.[CH2:11]([C:14]1[CH:15]=[C:16]([CH:19]=[CH:20][C:21]=1[OH:22])[CH:17]=[O:18])[CH:12]=[CH2:13].[F-].[K+].[OH-].[Na+], predict the reaction product. The product is: [CH2:11]([C:14]1[CH:15]=[C:16]([CH:17]=[O:18])[CH:19]=[CH:20][C:21]=1[O:22][C:4]1[CH:3]=[C:2]([Cl:1])[CH:9]=[CH:8][C:5]=1[C:6]#[N:7])[CH:12]=[CH2:13]. (5) Given the reactants S(Cl)(Cl)=O.[OH:5][C:6]1[CH:11]=[CH:10][C:9]([CH:12](O)[CH3:13])=[CH:8][CH:7]=1.C(N(CC)CC)C.C(=O)(O)[O-].[Na+].[C:27]([OH:35])(=[S:34])[C:28]1[CH:33]=[CH:32][CH:31]=[CH:30][CH:29]=1, predict the reaction product. The product is: [CH3:6][CH2:7][CH2:8][CH:9]([CH3:12])[CH3:10].[C:27]([O:35][CH2:13][CH2:12][C:9]1[CH:10]=[CH:11][C:6]([OH:5])=[CH:7][CH:8]=1)(=[S:34])[C:28]1[CH:33]=[CH:32][CH:31]=[CH:30][CH:29]=1. (6) Given the reactants [CH2:1]([O:8][C:9]1[CH:15]=[CH:14][C:12]([NH2:13])=[C:11]([N+:16]([O-:18])=[O:17])[CH:10]=1)[C:2]1[CH:7]=[CH:6][CH:5]=[CH:4][CH:3]=1.C(O[BH-](OC(=O)C)OC(=O)C)(=O)C.[Na+].[CH3:33][S:34][C:35]1[S:36][C:37]2[CH:43]=[C:42]([CH:44]=O)[CH:41]=[CH:40][C:38]=2[N:39]=1, predict the reaction product. The product is: [CH2:1]([O:8][C:9]1[CH:15]=[CH:14][C:12]([NH:13][CH2:44][C:42]2[CH:41]=[CH:40][C:38]3[N:39]=[C:35]([S:34][CH3:33])[S:36][C:37]=3[CH:43]=2)=[C:11]([N+:16]([O-:18])=[O:17])[CH:10]=1)[C:2]1[CH:3]=[CH:4][CH:5]=[CH:6][CH:7]=1. (7) Given the reactants C1(O[C:8](=[O:30])[NH:9][C:10]2[S:14][N:13]=[C:12]([O:15][CH2:16][C:17]3[C:22]([F:23])=[CH:21][C:20]([CH3:24])=[C:19]([F:25])[C:18]=3[F:26])[C:11]=2[C:27](=[O:29])[NH2:28])C=CC=CC=1.[N:31]1([CH2:36][CH2:37][CH2:38][CH2:39][NH2:40])[CH2:35][CH2:34][CH2:33][CH2:32]1, predict the reaction product. The product is: [N:31]1([CH2:36][CH2:37][CH2:38][CH2:39][NH:40][C:8](=[O:30])[NH:9][C:10]2[S:14][N:13]=[C:12]([O:15][CH2:16][C:17]3[C:22]([F:23])=[CH:21][C:20]([CH3:24])=[C:19]([F:25])[C:18]=3[F:26])[C:11]=2[C:27]([NH2:28])=[O:29])[CH2:35][CH2:34][CH2:33][CH2:32]1. (8) Given the reactants C(OC([N:8]1[CH2:13][CH2:12][CH:11]([CH2:14][O:15][C:16]2[CH:25]=[C:24]3[C:19]([C:20]([O:26][C:27]4[CH:28]=[C:29]5[C:33](=[CH:34][CH:35]=4)[NH:32][C:31]([CH3:36])=[CH:30]5)=[N:21][CH:22]=[N:23]3)=[CH:18][CH:17]=2)[CH2:10][CH2:9]1)=O)(C)(C)C, predict the reaction product. The product is: [CH3:36][C:31]1[NH:32][C:33]2[C:29]([CH:30]=1)=[CH:28][C:27]([O:26][C:20]1[C:19]3[C:24](=[CH:25][C:16]([O:15][CH2:14][CH:11]4[CH2:12][CH2:13][NH:8][CH2:9][CH2:10]4)=[CH:17][CH:18]=3)[N:23]=[CH:22][N:21]=1)=[CH:35][CH:34]=2. (9) The product is: [CH3:1][N:2]([C:12]([C:6]1[CH:11]=[CH:10][CH:9]=[CH:8][CH:7]=1)([C:19]1[CH:20]=[CH:21][CH:22]=[CH:23][CH:24]=1)[C:13]1[CH:14]=[CH:15][CH:16]=[CH:17][CH:18]=1)[CH2:3][CH2:4][OH:5]. Given the reactants [CH3:1][NH:2][CH2:3][CH2:4][OH:5].[C:6]1([C:12](Cl)([C:19]2[CH:24]=[CH:23][CH:22]=[CH:21][CH:20]=2)[C:13]2[CH:18]=[CH:17][CH:16]=[CH:15][CH:14]=2)[CH:11]=[CH:10][CH:9]=[CH:8][CH:7]=1.C(N(CC)CC)C, predict the reaction product.